This data is from Forward reaction prediction with 1.9M reactions from USPTO patents (1976-2016). The task is: Predict the product of the given reaction. (1) Given the reactants [Br:1][C:2]1[C:3]([CH2:24][C:25]2[CH:30]=[CH:29][C:28]([O:31][CH3:32])=[CH:27][CH:26]=2)=[CH:4][C:5]([C:11]2(OC)[C@H:16]([OH:17])[C@@H:15]([OH:18])[C@H:14]([OH:19])[C@@H:13]([CH2:20][OH:21])[O:12]2)=[C:6]2[C:10]=1[CH2:9][CH2:8][CH2:7]2.C([SiH](CC)CC)C.B(F)(F)F.CCOCC, predict the reaction product. The product is: [Br:1][C:2]1[C:3]([CH2:24][C:25]2[CH:26]=[CH:27][C:28]([O:31][CH3:32])=[CH:29][CH:30]=2)=[CH:4][C:5]([C@H:11]2[C@H:16]([OH:17])[C@@H:15]([OH:18])[C@H:14]([OH:19])[C@@H:13]([CH2:20][OH:21])[O:12]2)=[C:6]2[C:10]=1[CH2:9][CH2:8][CH2:7]2. (2) Given the reactants [C:1](Cl)(=[O:4])[CH2:2][CH3:3].[F:6][C:7]1[CH:12]=[CH:11][CH:10]=[CH:9][C:8]=1[OH:13].Cl, predict the reaction product. The product is: [F:6][C:7]1[CH:12]=[CH:11][CH:10]=[CH:9][C:8]=1[O:13][C:1](=[O:4])[CH2:2][CH3:3]. (3) Given the reactants [Cl:1][C:2]1[CH:3]=[CH:4][C:5](=[O:26])[N:6]([CH2:8][C:9]2[CH:14]=[CH:13][C:12]([CH2:15][N:16]3[CH:24]=[C:23]4[C:18]([N:19]=[CH:20][N:21]=[C:22]4Cl)=[N:17]3)=[CH:11][CH:10]=2)[CH:7]=1.[NH2:27][CH2:28][CH:29]1[CH2:34][CH2:33][N:32]([C:35]([O:37][C:38]([CH3:41])([CH3:40])[CH3:39])=[O:36])[CH2:31][CH2:30]1.CCN(C(C)C)C(C)C, predict the reaction product. The product is: [Cl:1][C:2]1[CH:3]=[CH:4][C:5](=[O:26])[N:6]([CH2:8][C:9]2[CH:14]=[CH:13][C:12]([CH2:15][N:16]3[CH:24]=[C:23]4[C:18]([N:19]=[CH:20][N:21]=[C:22]4[NH:27][CH2:28][CH:29]4[CH2:34][CH2:33][N:32]([C:35]([O:37][C:38]([CH3:41])([CH3:40])[CH3:39])=[O:36])[CH2:31][CH2:30]4)=[N:17]3)=[CH:11][CH:10]=2)[CH:7]=1. (4) Given the reactants O.[OH-].[Li+].[CH2:4]([S:8]([O:11][C:12]1[CH:17]=[CH:16][C:15]([CH2:18][CH2:19][CH2:20][C:21]2[CH:26]=[CH:25][C:24]([CH2:27][CH2:28][C:29]([O:31]C)=[O:30])=[CH:23][C:22]=2[O:33][CH2:34][C:35]2[CH:40]=[CH:39][CH:38]=[C:37]([F:41])[CH:36]=2)=[CH:14][C:13]=1[O:42][CH3:43])(=[O:10])=[O:9])[CH2:5][CH2:6][CH3:7].O.C(O)(=O)C, predict the reaction product. The product is: [CH2:4]([S:8]([O:11][C:12]1[CH:17]=[CH:16][C:15]([CH2:18][CH2:19][CH2:20][C:21]2[CH:26]=[CH:25][C:24]([CH2:27][CH2:28][C:29]([OH:31])=[O:30])=[CH:23][C:22]=2[O:33][CH2:34][C:35]2[CH:40]=[CH:39][CH:38]=[C:37]([F:41])[CH:36]=2)=[CH:14][C:13]=1[O:42][CH3:43])(=[O:9])=[O:10])[CH2:5][CH2:6][CH3:7]. (5) Given the reactants Cl([O-])=O.[Na+].[F:5][C:6]1[C:7]([OH:15])=[C:8]([CH:11]=[CH:12][C:13]=1[CH3:14])[CH:9]=[O:10].P([O-])(O)(O)=[O:17].[Na+].CC(=CC)C.Cl, predict the reaction product. The product is: [F:5][C:6]1[C:7]([OH:15])=[C:8]([CH:11]=[CH:12][C:13]=1[CH3:14])[C:9]([OH:17])=[O:10].